This data is from Full USPTO retrosynthesis dataset with 1.9M reactions from patents (1976-2016). The task is: Predict the reactants needed to synthesize the given product. (1) Given the product [CH3:15][O:14][C:8]1[CH:7]=[C:6]2[C:11](=[CH:10][C:9]=1[O:12][CH3:13])[C:2]([C:23]1[CH:28]=[CH:27][CH:26]=[CH:25][CH:24]=1)=[N:3][C:4]([NH:16][C:17]1[CH:21]=[C:20]([CH3:22])[NH:19][N:18]=1)=[CH:5]2, predict the reactants needed to synthesize it. The reactants are: Cl[C:2]1[C:11]2[C:6](=[CH:7][C:8]([O:14][CH3:15])=[C:9]([O:12][CH3:13])[CH:10]=2)[CH:5]=[C:4]([NH:16][C:17]2[CH:21]=[C:20]([CH3:22])[NH:19][N:18]=2)[N:3]=1.[C:23]1(B(O)O)[CH:28]=[CH:27][CH:26]=[CH:25][CH:24]=1. (2) The reactants are: [CH:1]1[C:13]2[CH:12]([CH2:14][O:15][C:16]([NH:18][C@@H:19]([CH2:23][C:24]3[CH:33]=[CH:32][C:31]4[C:26](=[CH:27][CH:28]=[CH:29][CH:30]=4)[CH:25]=3)[C:20](O)=[O:21])=[O:17])[C:11]3[C:6](=[CH:7][CH:8]=[CH:9][CH:10]=3)[C:5]=2[CH:4]=[CH:3][CH:2]=1.[F:34][C:35]1[CH:41]=[C:40]([I:42])[CH:39]=[CH:38][C:36]=1[NH2:37].C1(P(C2C=CC=CC=2)C2C=CC=CC=2)C=CC=CC=1.N1C=CC=CC=1.BrN1C(=O)CCC1=O. Given the product [CH:10]1[C:11]2[CH:12]([CH2:14][O:15][C:16](=[O:17])[NH:18][C@H:19]([C:20](=[O:21])[NH:37][C:36]3[CH:38]=[CH:39][C:40]([I:42])=[CH:41][C:35]=3[F:34])[CH2:23][C:24]3[CH:33]=[CH:32][C:31]4[C:26](=[CH:27][CH:28]=[CH:29][CH:30]=4)[CH:25]=3)[C:13]3[C:5](=[CH:4][CH:3]=[CH:2][CH:1]=3)[C:6]=2[CH:7]=[CH:8][CH:9]=1, predict the reactants needed to synthesize it. (3) The reactants are: [CH3:1][O:2][C:3]1[CH:4]=[C:5]([NH:9][C:10](=[O:15])[CH2:11][C:12](=O)[CH3:13])[CH:6]=[CH:7][CH:8]=1.S(=O)(=O)(O)O. Given the product [OH:15][C:10]1[CH:11]=[C:12]([CH3:13])[C:6]2[C:5](=[CH:4][C:3]([O:2][CH3:1])=[CH:8][CH:7]=2)[N:9]=1, predict the reactants needed to synthesize it. (4) Given the product [CH2:23]([C:25]1[CH:30]=[CH:29][C:28]([NH:31][C:32]([NH:20][CH2:19][CH2:18][CH2:17][N:8]2[CH:7]([CH2:6][C:5]3[CH:21]=[CH:22][C:2]([F:1])=[CH:3][CH:4]=3)[CH2:16][C:15]3[C:10](=[CH:11][CH:12]=[CH:13][CH:14]=3)[CH2:9]2)=[O:33])=[CH:27][CH:26]=1)[CH3:24], predict the reactants needed to synthesize it. The reactants are: [F:1][C:2]1[CH:22]=[CH:21][C:5]([CH2:6][CH:7]2[CH2:16][C:15]3[C:10](=[CH:11][CH:12]=[CH:13][CH:14]=3)[CH2:9][N:8]2[CH2:17][CH2:18][CH2:19][NH2:20])=[CH:4][CH:3]=1.[CH2:23]([C:25]1[CH:30]=[CH:29][C:28]([N:31]=[C:32]=[O:33])=[CH:27][CH:26]=1)[CH3:24]. (5) Given the product [CH3:1][C:2]1[C:3]([C:16]2[CH:21]=[CH:20][CH:19]=[C:18]([O:22][C:24]3[CH:29]=[CH:28][CH:27]=[C:26]([S:30]([CH3:33])(=[O:32])=[O:31])[CH:25]=3)[CH:17]=2)=[N:4][C:5]2[C:10]([N:11]=1)=[C:9]([C:12]([F:15])([F:14])[F:13])[CH:8]=[CH:7][CH:6]=2, predict the reactants needed to synthesize it. The reactants are: [CH3:1][C:2]1[C:3]([C:16]2[CH:17]=[C:18]([OH:22])[CH:19]=[CH:20][CH:21]=2)=[N:4][C:5]2[C:10]([N:11]=1)=[C:9]([C:12]([F:15])([F:14])[F:13])[CH:8]=[CH:7][CH:6]=2.F[C:24]1[CH:29]=[CH:28][CH:27]=[C:26]([S:30]([CH3:33])(=[O:32])=[O:31])[CH:25]=1.C([O-])([O-])=O.[K+].[K+]. (6) Given the product [Br:1][C:2]1[CH:7]=[CH:6][CH:5]=[CH:4][C:3]=1[C:8]1[NH:38][C:32]2[C:37]([C:9]=1[CH2:10][CH2:11][CH2:12][N:13]1[CH2:18][CH2:17][CH:16]([C:19]3[CH:20]=[C:21]([NH:25][C:26](=[O:30])[CH:27]([CH3:29])[CH3:28])[CH:22]=[CH:23][CH:24]=3)[CH2:15][CH2:14]1)=[CH:36][CH:35]=[CH:34][CH:33]=2, predict the reactants needed to synthesize it. The reactants are: [Br:1][C:2]1[CH:7]=[CH:6][CH:5]=[CH:4][C:3]=1[C:8](=O)[CH2:9][CH2:10][CH2:11][CH2:12][N:13]1[CH2:18][CH2:17][CH:16]([C:19]2[CH:20]=[C:21]([NH:25][C:26](=[O:30])[CH:27]([CH3:29])[CH3:28])[CH:22]=[CH:23][CH:24]=2)[CH2:15][CH2:14]1.[C:32]1([NH:38]N)[CH:37]=[CH:36][CH:35]=[CH:34][CH:33]=1. (7) Given the product [C:14]([C:11]1[N:12]([CH3:13])[C:8]([C:5]2[CH:6]=[CH:7][C:2]([NH:1][S:25]([C:22]3[CH:23]=[CH:24][C:19]([CH:16]([CH3:18])[CH3:17])=[CH:20][CH:21]=3)(=[O:27])=[O:26])=[CH:3][CH:4]=2)=[CH:9][CH:10]=1)#[N:15], predict the reactants needed to synthesize it. The reactants are: [NH2:1][C:2]1[CH:7]=[CH:6][C:5]([C:8]2[N:12]([CH3:13])[C:11]([C:14]#[N:15])=[CH:10][CH:9]=2)=[CH:4][CH:3]=1.[CH:16]([C:19]1[CH:24]=[CH:23][C:22]([S:25](Cl)(=[O:27])=[O:26])=[CH:21][CH:20]=1)([CH3:18])[CH3:17]. (8) Given the product [O:4]1[C:12]2[CH:11]=[CH:10][N:9]=[C:8]([N:13]3[CH2:18][CH2:17][N:16]([CH2:19][CH2:20][C@H:21]4[CH2:26][CH2:25][C@H:24]([NH:27][C:32](=[O:33])[CH2:31][CH2:30][CH:29]([CH3:35])[CH3:28])[CH2:23][CH2:22]4)[CH2:15][CH2:14]3)[C:7]=2[CH2:6][CH2:5]1, predict the reactants needed to synthesize it. The reactants are: Cl.Cl.Cl.[O:4]1[C:12]2[CH:11]=[CH:10][N:9]=[C:8]([N:13]3[CH2:18][CH2:17][N:16]([CH2:19][CH2:20][C@H:21]4[CH2:26][CH2:25][C@H:24]([NH2:27])[CH2:23][CH2:22]4)[CH2:15][CH2:14]3)[C:7]=2[CH2:6][CH2:5]1.[CH3:28][CH:29]([CH3:35])[CH2:30][CH2:31][C:32](O)=[O:33]. (9) The reactants are: [CH3:1][N:2]1[CH:6]=[CH:5][N:4]=[C:3]1[C:7]([OH:9])=O.CN(C)C=O.C(Cl)(=O)C(Cl)=O.[NH2:21][C:22]1[CH:23]=[C:24]([CH:41]=[CH:42][CH:43]=1)[O:25][C:26]1[CH:27]=[CH:28][C:29]2[N:30]([CH:32]=[C:33]([NH:35][C:36]([CH:38]3[CH2:40][CH2:39]3)=[O:37])[N:34]=2)[N:31]=1. Given the product [CH:38]1([C:36]([NH:35][C:33]2[N:34]=[C:29]3[CH:28]=[CH:27][C:26]([O:25][C:24]4[CH:23]=[C:22]([NH:21][C:7]([C:3]5[N:2]([CH3:1])[CH:6]=[CH:5][N:4]=5)=[O:9])[CH:43]=[CH:42][CH:41]=4)=[N:31][N:30]3[CH:32]=2)=[O:37])[CH2:39][CH2:40]1, predict the reactants needed to synthesize it.